From a dataset of Reaction yield outcomes from USPTO patents with 853,638 reactions. Predict the reaction yield, written as a fraction of the theoretical maximum amount of product (1.0 means a 100% yield; for example, 0.34 means a 34% yield). (1) The reactants are [F:1][C:2]1[CH:3]=[C:4]([CH:8]2[O:12]C(=O)[NH:10][CH:9]2[CH2:14][C:15]2[CH:20]=[CH:19][C:18]([C:21]([F:24])([F:23])[F:22])=[CH:17][CH:16]=2)[CH:5]=[CH:6][CH:7]=1.[OH-].[Na+]. The catalyst is C(O)C. The product is [NH2:10][CH:9]([CH2:14][C:15]1[CH:16]=[CH:17][C:18]([C:21]([F:24])([F:22])[F:23])=[CH:19][CH:20]=1)[CH:8]([C:4]1[CH:5]=[CH:6][CH:7]=[C:2]([F:1])[CH:3]=1)[OH:12]. The yield is 0.840. (2) The reactants are [CH3:1][C:2]1[CH:3]=[C:4]([C:8]([OH:10])=O)[O:5][C:6]=1[CH3:7].C(N(CC)CC)C.CN(C(ON1N=NC2C=CC=NC1=2)=[N+](C)C)C.F[P-](F)(F)(F)(F)F.[NH2:42][C:43]1[CH:59]=[CH:58][C:46]([O:47][CH2:48][CH2:49][NH:50]C(=O)OC(C)(C)C)=[C:45]([C:60]2[N:64]([CH3:65])[N:63]=[CH:62][CH:61]=2)[CH:44]=1.Cl.CCOCC. The catalyst is ClCCl. The product is [NH2:50][CH2:49][CH2:48][O:47][C:46]1[CH:58]=[CH:59][C:43]([NH:42][C:8]([C:4]2[O:5][C:6]([CH3:7])=[C:2]([CH3:1])[CH:3]=2)=[O:10])=[CH:44][C:45]=1[C:60]1[N:64]([CH3:65])[N:63]=[CH:62][CH:61]=1. The yield is 0.473.